From a dataset of Catalyst prediction with 721,799 reactions and 888 catalyst types from USPTO. Predict which catalyst facilitates the given reaction. (1) Reactant: [I:1][C:2]1[CH:3]=[C:4]2[N:10]=[CH:9][N:8]([CH2:11][C:12]3[CH:17]=[CH:16][C:15]([OH:18])=[C:14]([O:19][CH3:20])[CH:13]=3)[C:5]2=[N:6][CH:7]=1.C(=O)([O-])[O-].[K+].[K+].Cl[CH:28]([C:30]1[CH:31]=[CH:32][C:33]([O:36][CH3:37])=[N:34][CH:35]=1)[CH3:29]. Product: [I:1][C:2]1[CH:3]=[C:4]2[N:10]=[CH:9][N:8]([CH2:11][C:12]3[CH:17]=[CH:16][C:15]([O:18][CH:28]([C:30]4[CH:35]=[N:34][C:33]([O:36][CH3:37])=[CH:32][CH:31]=4)[CH3:29])=[C:14]([O:19][CH3:20])[CH:13]=3)[C:5]2=[N:6][CH:7]=1. The catalyst class is: 10. (2) Reactant: O[C:2]1[CH:3]=[C:4]([CH:8]=[CH:9][C:10]=1C)[C:5](O)=O.[C:12](=[O:15])([O-])[O-:13].[Cs+].[Cs+].[CH2:18](Br)[C:19]1[CH:24]=[CH:23][CH:22]=[CH:21][CH:20]=1.[C:26](=[O:29])(O)[O-].[Na+]. Product: [CH2:18]([O:13][C:12](=[O:15])[C:10]1[CH:2]=[CH:3][C:4]([CH3:5])=[C:8]([O:29][CH2:26][C:2]2[CH:3]=[CH:4][CH:8]=[CH:9][CH:10]=2)[CH:9]=1)[C:19]1[CH:24]=[CH:23][CH:22]=[CH:21][CH:20]=1. The catalyst class is: 9.